From a dataset of Full USPTO retrosynthesis dataset with 1.9M reactions from patents (1976-2016). Predict the reactants needed to synthesize the given product. Given the product [Br:1][C:2]1[CH:3]=[CH:4][C:5]([S:8]([NH:12][CH3:13])(=[O:10])=[O:9])=[N:6][CH:7]=1, predict the reactants needed to synthesize it. The reactants are: [Br:1][C:2]1[CH:3]=[CH:4][C:5]([S:8](Cl)(=[O:10])=[O:9])=[N:6][CH:7]=1.[N:12]1C=CC=C[CH:13]=1.CN.